This data is from Peptide-MHC class I binding affinity with 185,985 pairs from IEDB/IMGT. The task is: Regression. Given a peptide amino acid sequence and an MHC pseudo amino acid sequence, predict their binding affinity value. This is MHC class I binding data. The peptide sequence is IMPKAGLL. The MHC is Mamu-A01 with pseudo-sequence Mamu-A01. The binding affinity (normalized) is 0.583.